From a dataset of Reaction yield outcomes from USPTO patents with 853,638 reactions. Predict the reaction yield, written as a fraction of the theoretical maximum amount of product (1.0 means a 100% yield; for example, 0.34 means a 34% yield). (1) The reactants are C([O-])=O.[NH4+].C([O:12][C:13]1[C:18]([CH3:19])=[CH:17][C:16]([C:20]2[NH:29][C:28](=[O:30])[C:27]3[C:22](=[CH:23][C:24]([O:32][CH3:33])=[CH:25][C:26]=3[OH:31])[N:21]=2)=[CH:15][C:14]=1[CH3:34])C1C=CC=CC=1. The catalyst is CN(C=O)C.[C].[Pd]. The product is [OH:31][C:26]1[CH:25]=[C:24]([O:32][CH3:33])[CH:23]=[C:22]2[C:27]=1[C:28](=[O:30])[NH:29][C:20]([C:16]1[CH:17]=[C:18]([CH3:19])[C:13]([OH:12])=[C:14]([CH3:34])[CH:15]=1)=[N:21]2. The yield is 0.740. (2) The reactants are [CH3:1][C:2]1[CH:6]=[CH:5][O:4][C:3]=1[C:7]([O:9][CH3:10])=[O:8].[Br:11]Br.O. The catalyst is C(Cl)(Cl)Cl. The product is [Br:11][C:5]1[O:4][C:3]([C:7]([O:9][CH3:10])=[O:8])=[C:2]([CH3:1])[CH:6]=1. The yield is 0.600. (3) The reactants are [NH2:1][C:2]1[N:7]=[CH:6][C:5]([O:8][C:9]2[CH:10]=[CH:11][C:12]3[N:13]([CH:15]=[C:16]([NH:18][C:19]([CH:21]4[CH2:23][CH2:22]4)=[O:20])[N:17]=3)[CH:14]=2)=[CH:4][CH:3]=1.[F:24][C:25]1[CH:30]=[CH:29][C:28]([N:31]2[C:36]([CH3:37])=[CH:35][CH:34]=[C:33]([C:38](O)=[O:39])[C:32]2=[O:41])=[CH:27][CH:26]=1.C(N(CC)C(C)C)(C)C.CN(C(ON1N=NC2C=CC=NC1=2)=[N+](C)C)C.F[P-](F)(F)(F)(F)F.C(=O)([O-])O.[Na+]. The catalyst is CN(C)C=O.O1CCCC1.C(OCC)(=O)C. The product is [CH:21]1([C:19]([NH:18][C:16]2[N:17]=[C:12]3[CH:11]=[CH:10][C:9]([O:8][C:5]4[CH:4]=[CH:3][C:2]([NH:1][C:38]([C:33]5[C:32](=[O:41])[N:31]([C:28]6[CH:27]=[CH:26][C:25]([F:24])=[CH:30][CH:29]=6)[C:36]([CH3:37])=[CH:35][CH:34]=5)=[O:39])=[N:7][CH:6]=4)=[CH:14][N:13]3[CH:15]=2)=[O:20])[CH2:22][CH2:23]1. The yield is 0.890. (4) The reactants are [OH:1][CH2:2][C@H:3]1[O:11][C@H:10]2[C@H:6]([N:7]=[C:8]([N:12]([CH3:20])[C:13](=[O:19])[O:14][C:15]([CH3:18])([CH3:17])[CH3:16])[S:9]2)[C@@H:5]([O:21][CH2:22][C:23]2[CH:28]=[CH:27][C:26]([O:29][CH3:30])=[CH:25][CH:24]=2)[C@@H:4]1[O:31][CH2:32][C:33]1[CH:38]=[CH:37][C:36]([O:39][CH3:40])=[CH:35][CH:34]=1.C1C(=O)N(Br)C(=[O:44])C1.Cl. The catalyst is CCCC[N+](CCCC)(CCCC)CCCC.[Br-].ClCCl.O.CC1(C)N([O])C(C)(C)CCC1. The product is [C:15]([O:14][C:13]([N:12]([CH3:20])[C:8]1[S:9][C@H:10]2[O:11][C@H:3]([C:2]([OH:44])=[O:1])[C@@H:4]([O:31][CH2:32][C:33]3[CH:38]=[CH:37][C:36]([O:39][CH3:40])=[CH:35][CH:34]=3)[C@H:5]([O:21][CH2:22][C:23]3[CH:28]=[CH:27][C:26]([O:29][CH3:30])=[CH:25][CH:24]=3)[C@H:6]2[N:7]=1)=[O:19])([CH3:17])([CH3:16])[CH3:18]. The yield is 0.580. (5) The reactants are [NH2:1][C:2]1[N:10]=[C:9]([NH2:11])[CH:8]=[CH:7][C:3]=1[C:4]([OH:6])=O.C(N(CC)CC)C.F[P-](F)(F)(F)(F)F.N1(O[P+](N(C)C)(N(C)C)N(C)C)C2C=CC=CC=2N=N1.[F:46][C:47]1[CH:62]=[CH:61][CH:60]=[CH:59][C:48]=1[CH2:49][O:50][C:51]1[CH:58]=[CH:57][C:54]([CH2:55][NH2:56])=[CH:53][CH:52]=1. The catalyst is [Cl-].[Na+].O.CN(C)C=O. The product is [NH2:1][C:2]1[N:10]=[C:9]([NH2:11])[CH:8]=[CH:7][C:3]=1[C:4]([NH:56][CH2:55][C:54]1[CH:53]=[CH:52][C:51]([O:50][CH2:49][C:48]2[CH:59]=[CH:60][CH:61]=[CH:62][C:47]=2[F:46])=[CH:58][CH:57]=1)=[O:6]. The yield is 0.310. (6) The yield is 0.150. The catalyst is CCO. The reactants are [NH2:1][C:2]1[CH:19]=[CH:18][CH:17]=[CH:16][C:3]=1[C:4]([NH:6][C:7]1[CH:12]=[CH:11][C:10]([CH:13]2[CH2:15][CH2:14]2)=[CH:9][CH:8]=1)=[O:5].[CH3:20][C:21]1[CH:28]=[CH:27][C:24]([CH:25]=O)=[CH:23][N:22]=1. The product is [CH:13]1([C:10]2[CH:11]=[CH:12][C:7]([N:6]3[C:4](=[O:5])[C:3]4[C:2](=[CH:19][CH:18]=[CH:17][CH:16]=4)[N:1]=[C:25]3[C:24]3[CH:23]=[N:22][C:21]([CH3:20])=[CH:28][CH:27]=3)=[CH:8][CH:9]=2)[CH2:15][CH2:14]1. (7) The reactants are [F:1][C:2]1[CH:3]=[C:4]([NH2:18])[CH:5]=[CH:6][C:7]=1[O:8][C:9]1[CH:14]=[CH:13][N:12]=[CH:11][C:10]=1[N+:15]([O-:17])=[O:16].[F:19][C:20]1[CH:25]=[CH:24][C:23]([CH2:26][C:27]([N:29]=[C:30]=[O:31])=[O:28])=[CH:22][CH:21]=1.COC1C=CC(CNC2N=CN=C(OC3C=CC(NC(NC(=O)CC4C=CC(F)=CC=4)=O)=CC=3F)C=2)=CC=1. The catalyst is C1COCC1. The product is [F:1][C:2]1[CH:3]=[C:4]([NH:18][C:30]([NH:29][C:27](=[O:28])[CH2:26][C:23]2[CH:24]=[CH:25][C:20]([F:19])=[CH:21][CH:22]=2)=[O:31])[CH:5]=[CH:6][C:7]=1[O:8][C:9]1[CH:14]=[CH:13][N:12]=[CH:11][C:10]=1[N+:15]([O-:17])=[O:16]. The yield is 0.250.